Regression. Given two drug SMILES strings and cell line genomic features, predict the synergy score measuring deviation from expected non-interaction effect. From a dataset of NCI-60 drug combinations with 297,098 pairs across 59 cell lines. (1) Drug 1: CN(C)C(=N)N=C(N)N. Drug 2: CC1=C(C(=CC=C1)Cl)NC(=O)C2=CN=C(S2)NC3=CC(=NC(=N3)C)N4CCN(CC4)CCO. Cell line: SK-OV-3. Synergy scores: CSS=52.2, Synergy_ZIP=-0.961, Synergy_Bliss=-2.12, Synergy_Loewe=-16.2, Synergy_HSA=-0.744. (2) Drug 1: CC1=C(C=C(C=C1)NC2=NC=CC(=N2)N(C)C3=CC4=NN(C(=C4C=C3)C)C)S(=O)(=O)N.Cl. Drug 2: C1C(C(OC1N2C=NC3=C2NC=NCC3O)CO)O. Cell line: HL-60(TB). Synergy scores: CSS=-21.9, Synergy_ZIP=11.4, Synergy_Bliss=-1.67, Synergy_Loewe=-22.3, Synergy_HSA=-24.0. (3) Drug 1: CN(CC1=CN=C2C(=N1)C(=NC(=N2)N)N)C3=CC=C(C=C3)C(=O)NC(CCC(=O)O)C(=O)O. Drug 2: C1C(C(OC1N2C=NC3=C2NC=NCC3O)CO)O. Cell line: LOX IMVI. Synergy scores: CSS=59.0, Synergy_ZIP=3.49, Synergy_Bliss=1.56, Synergy_Loewe=-31.1, Synergy_HSA=-0.988. (4) Drug 1: C(CN)CNCCSP(=O)(O)O. Drug 2: CCC1(C2=C(COC1=O)C(=O)N3CC4=CC5=C(C=CC(=C5CN(C)C)O)N=C4C3=C2)O.Cl. Cell line: RPMI-8226. Synergy scores: CSS=29.1, Synergy_ZIP=-7.14, Synergy_Bliss=-4.20, Synergy_Loewe=-26.9, Synergy_HSA=-1.49. (5) Drug 1: CC12CCC(CC1=CCC3C2CCC4(C3CC=C4C5=CN=CC=C5)C)O. Drug 2: CC1C(C(CC(O1)OC2CC(OC(C2O)C)OC3=CC4=CC5=C(C(=O)C(C(C5)C(C(=O)C(C(C)O)O)OC)OC6CC(C(C(O6)C)O)OC7CC(C(C(O7)C)O)OC8CC(C(C(O8)C)O)(C)O)C(=C4C(=C3C)O)O)O)O. Cell line: SK-MEL-5. Synergy scores: CSS=5.04, Synergy_ZIP=30.6, Synergy_Bliss=27.5, Synergy_Loewe=24.6, Synergy_HSA=25.3.